From a dataset of Reaction yield outcomes from USPTO patents with 853,638 reactions. Predict the reaction yield, written as a fraction of the theoretical maximum amount of product (1.0 means a 100% yield; for example, 0.34 means a 34% yield). (1) The reactants are [CH:1]([C:3]1[CH:8]=[CH:7][C:6]([CH2:9][C:10]([CH3:19])([CH3:18])[C:11]([O:13][C:14]([CH3:17])([CH3:16])[CH3:15])=[O:12])=[CH:5][CH:4]=1)=O.[CH2:20]([NH2:26])[C:21]1[O:25][CH:24]=[CH:23][CH:22]=1.C(O[BH-](OC(=O)C)OC(=O)C)(=O)C.[Na+].C([O-])(O)=O.[Na+]. The catalyst is ClC(Cl)C.C(OCC)(=O)C. The product is [O:25]1[CH:24]=[CH:23][CH:22]=[C:21]1[CH2:20][NH:26][CH2:1][C:3]1[CH:8]=[CH:7][C:6]([CH2:9][C:10]([CH3:19])([CH3:18])[C:11]([O:13][C:14]([CH3:17])([CH3:16])[CH3:15])=[O:12])=[CH:5][CH:4]=1. The yield is 0.550. (2) The reactants are [CH:1]1([NH:7][C:8](=[O:17])[C@H:9]([OH:16])[C:10]2[CH:15]=[CH:14][CH:13]=[CH:12][CH:11]=2)[CH2:6][CH2:5][CH2:4][CH2:3][CH2:2]1.[CH3:18][S:19](Cl)(=[O:21])=[O:20]. The catalyst is N1C=CC=CC=1. The product is [CH:1]1([NH:7][C:8]([C@H:9]([O:16][S:19]([CH3:18])(=[O:21])=[O:20])[C:10]2[CH:15]=[CH:14][CH:13]=[CH:12][CH:11]=2)=[O:17])[CH2:2][CH2:3][CH2:4][CH2:5][CH2:6]1. The yield is 0.394. (3) The reactants are Cl[C:2]1[CH:7]=[C:6]([O:8][C:9]2[C:10]([CH3:21])=[N:11][CH:12]=[C:13]([C:19]=2[CH3:20])[C:14]([O:16][CH2:17][CH3:18])=[O:15])[CH:5]=[CH:4][N:3]=1.C(=O)(OC(C)(C)C)[NH2:23].P([O-])([O-])([O-])=O.[K+].[K+].[K+].CC1(C)C2C=CC=C(P(C3C=CC=CC=3)C3C=CC=CC=3)C=2OC2C1=CC=CC=2P(C1C=CC=CC=1)C1C=CC=CC=1. The catalyst is C1(C)C=CC=CC=1.O.C1C=CC(/C=C/C(/C=C/C2C=CC=CC=2)=O)=CC=1.C1C=CC(/C=C/C(/C=C/C2C=CC=CC=2)=O)=CC=1.C1C=CC(/C=C/C(/C=C/C2C=CC=CC=2)=O)=CC=1.[Pd].[Pd]. The product is [NH2:23][C:2]1[CH:7]=[C:6]([O:8][C:9]2[C:10]([CH3:21])=[N:11][CH:12]=[C:13]([C:19]=2[CH3:20])[C:14]([O:16][CH2:17][CH3:18])=[O:15])[CH:5]=[CH:4][N:3]=1. The yield is 0.540. (4) The product is [CH:18]1([C:16]([NH:15][C:13]2[N:14]=[C:9]3[CH:8]=[CH:7][C:6]([O:5][C:4]4[CH:21]=[CH:22][C:23]([F:24])=[C:2]([NH:1][C:31]([C:26]5[CH:27]=[N:28][CH:29]=[CH:30][N:25]=5)=[O:32])[CH:3]=4)=[N:11][N:10]3[CH:12]=2)=[O:17])[CH2:20][CH2:19]1. The reactants are [NH2:1][C:2]1[CH:3]=[C:4]([CH:21]=[CH:22][C:23]=1[F:24])[O:5][C:6]1[CH:7]=[CH:8][C:9]2[N:10]([CH:12]=[C:13]([NH:15][C:16]([CH:18]3[CH2:20][CH2:19]3)=[O:17])[N:14]=2)[N:11]=1.[N:25]1[CH:30]=[CH:29][N:28]=[CH:27][C:26]=1[C:31](Cl)=[O:32]. The catalyst is CN(C)C(=O)C. The yield is 0.260. (5) The reactants are [CH2:1]([C:3]1[CH:23]=[CH:22][C:6]([O:7][C:8]2[CH:13]=[CH:12][C:11]([N:14]3[C:18](=[O:19])[CH2:17][CH2:16][C:15]3=[O:20])=[CH:10][C:9]=2[F:21])=[C:5]([O:24][CH3:25])[CH:4]=1)[CH3:2].[NH:26]1[CH2:31][CH2:30][O:29][CH2:28][CH2:27]1. The catalyst is C(#N)C. The product is [CH2:1]([C:3]1[CH:23]=[CH:22][C:6]([O:7][C:8]2[CH:13]=[CH:12][C:11]([NH:14][C:18](=[O:19])[CH2:17][CH2:16][C:15]([N:26]3[CH2:31][CH2:30][O:29][CH2:28][CH2:27]3)=[O:20])=[CH:10][C:9]=2[F:21])=[C:5]([O:24][CH3:25])[CH:4]=1)[CH3:2]. The yield is 0.870. (6) The yield is 0.700. The reactants are O=S(Cl)Cl.[C:5]([C:9]1[NH:10][C:11]2[C:16]([CH:17]=1)=[CH:15][C:14]([N+:18]([O-:20])=[O:19])=[CH:13][C:12]=2[C:21]([OH:23])=[O:22])([CH3:8])([CH3:7])[CH3:6].[CH3:24]O. No catalyst specified. The product is [C:5]([C:9]1[NH:10][C:11]2[C:16]([CH:17]=1)=[CH:15][C:14]([N+:18]([O-:20])=[O:19])=[CH:13][C:12]=2[C:21]([O:23][CH3:24])=[O:22])([CH3:8])([CH3:6])[CH3:7]. (7) The reactants are [NH2:1][C@@H:2]([CH2:8][C:9]1[CH:14]=[CH:13][CH:12]=[CH:11][CH:10]=1)[C@H:3]([OH:7])[C:4]([OH:6])=[O:5].CCN(CC)CC.Cl[C:23]([C:25]1[C:26]([CH3:35])=[C:27]([O:31][C:32](=[O:34])[CH3:33])[CH:28]=[CH:29][CH:30]=1)=[O:24].Cl.[Na+].[Cl-]. The catalyst is C1COCC1.O. The product is [C:32]([O:31][C:27]1[C:26]([CH3:35])=[C:25]([CH:30]=[CH:29][CH:28]=1)[C:23]([NH:1][C@@H:2]([CH2:8][C:9]1[CH:14]=[CH:13][CH:12]=[CH:11][CH:10]=1)[C@H:3]([OH:7])[C:4]([OH:6])=[O:5])=[O:24])(=[O:34])[CH3:33]. The yield is 0.920.